This data is from Full USPTO retrosynthesis dataset with 1.9M reactions from patents (1976-2016). The task is: Predict the reactants needed to synthesize the given product. (1) Given the product [Cl:1][C:2]1[CH:7]=[CH:6][C:5]([C:8]2[CH:13]=[CH:12][CH:11]=[CH:10][C:9]=2[CH2:14][N:15]2[CH2:20][CH2:19][NH:18][CH2:17][CH:16]2[CH2:22][CH:23]([CH3:25])[CH3:24])=[CH:4][CH:3]=1, predict the reactants needed to synthesize it. The reactants are: [Cl:1][C:2]1[CH:7]=[CH:6][C:5]([C:8]2[CH:13]=[CH:12][CH:11]=[CH:10][C:9]=2[CH2:14][N:15]2[CH2:20][CH2:19][NH:18][C:17](=O)[CH:16]2[CH2:22][CH:23]([CH3:25])[CH3:24])=[CH:4][CH:3]=1.B.CSC.CO.Cl. (2) Given the product [CH3:1][O:2][C:3]([C:5]1([CH2:12][C:13]2[CH:14]=[CH:15][C:16]([Cl:19])=[CH:17][CH:18]=2)[CH2:9][CH2:8][C:7]([CH2:25][C:23]([Cl:22])=[CH2:24])([CH3:10])[C:6]1=[O:11])=[O:4], predict the reactants needed to synthesize it. The reactants are: [CH3:1][O:2][C:3]([C:5]1([CH2:12][C:13]2[CH:18]=[CH:17][C:16]([Cl:19])=[CH:15][CH:14]=2)[CH2:9][CH2:8][CH:7]([CH3:10])[C:6]1=[O:11])=[O:4].[H-].[Na+].[Cl:22][C:23]([CH2:25]Cl)=[CH2:24]. (3) Given the product [CH:1]1([NH:7][C:10]2[CH:9]=[CH:8][C:13]([C:14]#[N:15])=[CH:12][N:11]=2)[CH2:6][CH2:5][CH2:4][CH2:3][CH2:2]1, predict the reactants needed to synthesize it. The reactants are: [CH:1]1([NH2:7])[CH2:6][CH2:5][CH2:4][CH2:3][CH2:2]1.[CH:8]1[C:13]([C:14]#[N:15])=[CH:12][N:11]=[C:10](Cl)[CH:9]=1.C(=O)([O-])[O-].[K+].[K+].CN(C=O)C. (4) Given the product [CH2:1]([CH:3]1[C:8]([B:29]2[O:33][C:32]([CH3:35])([CH3:34])[C:31]([CH3:37])([CH3:36])[O:30]2)=[CH:7][CH2:6][N:5]([C:17]([O:19][C:20]([CH3:23])([CH3:22])[CH3:21])=[O:18])[CH2:4]1)[CH3:2], predict the reactants needed to synthesize it. The reactants are: [CH2:1]([CH:3]1[C:8](OS(C(F)(F)F)(=O)=O)=[CH:7][CH2:6][N:5]([C:17]([O:19][C:20]([CH3:23])([CH3:22])[CH3:21])=[O:18])[CH2:4]1)[CH3:2].C([O-])(=O)C.[K+].[B:29]1([B:29]2[O:33][C:32]([CH3:35])([CH3:34])[C:31]([CH3:37])([CH3:36])[O:30]2)[O:33][C:32]([CH3:35])([CH3:34])[C:31]([CH3:37])([CH3:36])[O:30]1.O. (5) Given the product [N:1]1[CH:6]=[CH:5][CH:4]=[CH:3][C:2]=1[C:7]1[N:11]=[C:10]([C:12]2[CH:13]=[C:14]([C:23]3[CH:24]=[CH:25][N:20]=[CH:21][CH:22]=3)[CH:15]=[C:16]([F:18])[CH:17]=2)[O:9][N:8]=1, predict the reactants needed to synthesize it. The reactants are: [N:1]1[CH:6]=[CH:5][CH:4]=[CH:3][C:2]=1[C:7]1[N:11]=[C:10]([C:12]2[CH:17]=[C:16]([F:18])[CH:15]=[C:14](Br)[CH:13]=2)[O:9][N:8]=1.[N:20]1[CH:25]=[CH:24][C:23](B(O)O)=[CH:22][CH:21]=1.COCCOC.C(=O)([O-])[O-].[Na+].[Na+]. (6) Given the product [CH3:28][O:29][C:30]1[CH:31]=[C:32]([C:7]2[CH:8]=[C:9]([O:17][C@@H:18]([C@H:20]3[CH2:21][NH:22][C:23](=[O:25])[CH2:24]3)[CH3:19])[C:10]3[S:14][C:13]([CH3:15])=[N:12][C:11]=3[CH:16]=2)[CH:33]=[CH:34][C:35]=1[O:36][CH3:37], predict the reactants needed to synthesize it. The reactants are: FC(F)(F)S(O[C:7]1[CH:8]=[C:9]([O:17][C@@H:18]([C@@H:20]2[CH2:24][C:23](=[O:25])[NH:22][CH2:21]2)[CH3:19])[C:10]2[S:14][C:13]([CH3:15])=[N:12][C:11]=2[CH:16]=1)(=O)=O.[CH3:28][O:29][C:30]1[CH:31]=[C:32](B(O)O)[CH:33]=[CH:34][C:35]=1[O:36][CH3:37].P([O-])([O-])([O-])=O.[K+].[K+].[K+]. (7) Given the product [CH3:1][O:2][C:3]1[CH:4]=[CH:5][C:6]2[NH:12][C:11](=[O:13])[N:10]([CH:14]3[CH2:15][CH2:16][N:17]([C:20]([O:22][C@H:23]([CH2:42][C:43]4[CH:48]=[C:47]([C:49]([F:52])([F:50])[F:51])[C:46]([NH2:53])=[C:45]([Cl:54])[CH:44]=4)[C:24]([N:26]4[CH2:31][CH2:30][CH:29]([CH:32]5[CH2:37][CH2:36][N:35]([CH2:38][C:39]([O:41][CH2:92][CH2:91][N:85]6[CH2:90][CH2:89][O:88][CH2:87][CH2:86]6)=[O:40])[CH2:34][CH2:33]5)[CH2:28][CH2:27]4)=[O:25])=[O:21])[CH2:18][CH2:19]3)[CH2:9][CH2:8][C:7]=2[CH:55]=1, predict the reactants needed to synthesize it. The reactants are: [CH3:1][O:2][C:3]1[CH:4]=[CH:5][C:6]2[NH:12][C:11](=[O:13])[N:10]([CH:14]3[CH2:19][CH2:18][N:17]([C:20]([O:22][C@H:23]([CH2:42][C:43]4[CH:48]=[C:47]([C:49]([F:52])([F:51])[F:50])[C:46]([NH2:53])=[C:45]([Cl:54])[CH:44]=4)[C:24]([N:26]4[CH2:31][CH2:30][CH:29]([CH:32]5[CH2:37][CH2:36][N:35]([CH2:38][C:39]([OH:41])=[O:40])[CH2:34][CH2:33]5)[CH2:28][CH2:27]4)=[O:25])=[O:21])[CH2:16][CH2:15]3)[CH2:9][CH2:8][C:7]=2[CH:55]=1.CN(C(ON1N=NC2C=CC=CC1=2)=[N+](C)C)C.[B-](F)(F)(F)F.C(N(CC)CC)C.[N:85]1([CH2:91][CH2:92]O)[CH2:90][CH2:89][O:88][CH2:87][CH2:86]1.C([O-])(O)=O.[Na+].